Dataset: hERG Central: cardiac toxicity at 1µM, 10µM, and general inhibition. Task: Predict hERG channel inhibition at various concentrations. (1) The compound is Cc1oc(-c2ccccc2Cl)nc1CN1CCCN(C(=O)c2ccco2)CC1. Results: hERG_inhib (hERG inhibition (general)): blocker. (2) The compound is COc1ccc(CC(=O)NCC2CCCN(Cc3ccc(SC)cc3)C2)cc1. Results: hERG_inhib (hERG inhibition (general)): blocker. (3) The molecule is COc1ccc(NC(=S)N(Cc2ccc(C)cc2)Cc2ccccn2)cc1. Results: hERG_inhib (hERG inhibition (general)): blocker.